From a dataset of Reaction yield outcomes from USPTO patents with 853,638 reactions. Predict the reaction yield, written as a fraction of the theoretical maximum amount of product (1.0 means a 100% yield; for example, 0.34 means a 34% yield). (1) The reactants are [C:1]([C:3]1[C:8]([C:9]([C:17]2[CH:22]=[CH:21][CH:20]=[C:19]([O:23][CH3:24])[CH:18]=2)=[N:10]S(C(C)(C)C)=O)=[CH:7][CH:6]=[CH:5][N:4]=1)#[N:2].Br[C:26]1[CH:31]=[CH:30][N:29]=[C:28]([C:32]([F:35])([F:34])[F:33])[CH:27]=1. No catalyst specified. The product is [CH3:24][O:23][C:19]1[CH:18]=[C:17]([C:9]2([C:26]3[CH:31]=[CH:30][N:29]=[C:28]([C:32]([F:35])([F:34])[F:33])[CH:27]=3)[C:8]3[C:3](=[N:4][CH:5]=[CH:6][CH:7]=3)[C:1]([NH2:2])=[N:10]2)[CH:22]=[CH:21][CH:20]=1. The yield is 0.260. (2) The reactants are [NH2:1][C:2]1[S:3][CH:4]=[CH:5][C:6]=1[C:7]([O:9]CC)=O.[C:12](#[N:14])[CH3:13].Cl. The catalyst is O1CCOCC1. The product is [CH3:13][C:12]1[NH:14][C:7](=[O:9])[C:6]2[CH:5]=[CH:4][S:3][C:2]=2[N:1]=1. The yield is 0.400. (3) The reactants are [CH:1]([C:3]1([C:6]([O:8][CH2:9][C:10]2[CH:15]=[CH:14][CH:13]=[CH:12][CH:11]=2)=[O:7])[CH2:5][CH2:4]1)=[CH2:2]. The catalyst is C(OCC)(=O)C.[Pt](=O)=O. The product is [CH2:1]([C:3]1([C:6]([O:8][CH2:9][C:10]2[CH:11]=[CH:12][CH:13]=[CH:14][CH:15]=2)=[O:7])[CH2:5][CH2:4]1)[CH3:2]. The yield is 0.693. (4) The reactants are [CH3:1][O:2][C:3]1[CH:48]=[CH:47][C:6]([CH2:7][N:8]([CH2:38][C:39]2[CH:44]=[CH:43][C:42]([O:45][CH3:46])=[CH:41][CH:40]=2)[C:9]2[N:14]=[CH:13][C:12]([C:15]3[C:16]4[CH2:29][CH2:28][N:27]([C:30]([NH:32][CH2:33][CH2:34][C:35]([OH:37])=O)=[O:31])[C:17]=4[N:18]=[C:19]([N:21]4[CH2:26][CH2:25][O:24][CH2:23][CH2:22]4)[N:20]=3)=[CH:11][N:10]=2)=[CH:5][CH:4]=1.[Cl-].[NH4+].C([N:53](C(C)C)C(C)C)C.C1C=CC2N(O)N=NC=2C=1. The catalyst is O.CN(C=O)C. The product is [C:35]([CH2:34][CH2:33][NH:32][C:30]([N:27]1[C:17]2[N:18]=[C:19]([N:21]3[CH2:22][CH2:23][O:24][CH2:25][CH2:26]3)[N:20]=[C:15]([C:12]3[CH:11]=[N:10][C:9]([N:8]([CH2:38][C:39]4[CH:44]=[CH:43][C:42]([O:45][CH3:46])=[CH:41][CH:40]=4)[CH2:7][C:6]4[CH:5]=[CH:4][C:3]([O:2][CH3:1])=[CH:48][CH:47]=4)=[N:14][CH:13]=3)[C:16]=2[CH2:29][CH2:28]1)=[O:31])(=[O:37])[NH2:53]. The yield is 0.840. (5) The reactants are [CH3:1][O:2][C:3](=[O:12])[CH2:4][C:5]1[CH:10]=[CH:9][CH:8]=[C:7]([Cl:11])[CH:6]=1.[Br:13]N1C(=O)CCC1=O.Br. The catalyst is Br.C(Cl)(Cl)Cl. The product is [CH3:1][O:2][C:3](=[O:12])[CH:4]([Br:13])[C:5]1[CH:10]=[CH:9][CH:8]=[C:7]([Cl:11])[CH:6]=1. The yield is 0.690. (6) The product is [C:1]([O:5][C:6]([NH:8][C@H:9]([CH2:12][O:13][CH2:14][C:15]1[CH:16]=[CH:17][CH:18]=[CH:19][CH:20]=1)[CH2:10][NH:11][CH2:30][CH:29]([NH:28][C:26]([O:25][C:21]([CH3:22])([CH3:24])[CH3:23])=[O:27])[CH2:32][O:33][CH2:34][C:35]1[CH:36]=[CH:37][CH:38]=[CH:39][CH:40]=1)=[O:7])([CH3:4])([CH3:2])[CH3:3]. The reactants are [C:1]([O:5][C:6]([NH:8][C@H:9]([CH2:12][O:13][CH2:14][C:15]1[CH:20]=[CH:19][CH:18]=[CH:17][CH:16]=1)[CH2:10][NH2:11])=[O:7])([CH3:4])([CH3:3])[CH3:2].[C:21]([O:25][C:26]([NH:28][C@@H:29]([CH2:32][O:33][CH2:34][C:35]1[CH:40]=[CH:39][CH:38]=[CH:37][CH:36]=1)[CH:30]=O)=[O:27])([CH3:24])([CH3:23])[CH3:22].C([BH3-])#N.[Na+].C(O)(=O)C. The catalyst is C(O)C. The yield is 0.220.